The task is: Regression. Given two drug SMILES strings and cell line genomic features, predict the synergy score measuring deviation from expected non-interaction effect.. This data is from NCI-60 drug combinations with 297,098 pairs across 59 cell lines. (1) Drug 1: C1CC(C1)(C(=O)O)C(=O)O.[NH2-].[NH2-].[Pt+2]. Drug 2: C1=CN(C=N1)CC(O)(P(=O)(O)O)P(=O)(O)O. Cell line: SK-MEL-28. Synergy scores: CSS=8.04, Synergy_ZIP=-2.00, Synergy_Bliss=-1.16, Synergy_Loewe=-1.60, Synergy_HSA=-1.42. (2) Drug 1: CCCCC(=O)OCC(=O)C1(CC(C2=C(C1)C(=C3C(=C2O)C(=O)C4=C(C3=O)C=CC=C4OC)O)OC5CC(C(C(O5)C)O)NC(=O)C(F)(F)F)O. Drug 2: CN(CC1=CN=C2C(=N1)C(=NC(=N2)N)N)C3=CC=C(C=C3)C(=O)NC(CCC(=O)O)C(=O)O. Cell line: MCF7. Synergy scores: CSS=45.5, Synergy_ZIP=-3.73, Synergy_Bliss=-2.75, Synergy_Loewe=-18.7, Synergy_HSA=-0.349. (3) Drug 1: CCC1(CC2CC(C3=C(CCN(C2)C1)C4=CC=CC=C4N3)(C5=C(C=C6C(=C5)C78CCN9C7C(C=CC9)(C(C(C8N6C=O)(C(=O)OC)O)OC(=O)C)CC)OC)C(=O)OC)O.OS(=O)(=O)O. Drug 2: C1CCC(C(C1)N)N.C(=O)(C(=O)[O-])[O-].[Pt+4]. Cell line: LOX IMVI. Synergy scores: CSS=51.9, Synergy_ZIP=-11.6, Synergy_Bliss=-5.82, Synergy_Loewe=-8.02, Synergy_HSA=-7.13. (4) Synergy scores: CSS=32.3, Synergy_ZIP=-3.42, Synergy_Bliss=7.35, Synergy_Loewe=-1.25, Synergy_HSA=6.18. Drug 1: CC1=C2C(C(=O)C3(C(CC4C(C3C(C(C2(C)C)(CC1OC(=O)C(C(C5=CC=CC=C5)NC(=O)C6=CC=CC=C6)O)O)OC(=O)C7=CC=CC=C7)(CO4)OC(=O)C)O)C)OC(=O)C. Cell line: OVCAR-8. Drug 2: CCC1=C2CN3C(=CC4=C(C3=O)COC(=O)C4(CC)O)C2=NC5=C1C=C(C=C5)O. (5) Drug 2: C1CN(P(=O)(OC1)NCCCl)CCCl. Cell line: SF-539. Synergy scores: CSS=20.1, Synergy_ZIP=-5.58, Synergy_Bliss=2.80, Synergy_Loewe=-26.7, Synergy_HSA=1.61. Drug 1: C1CC(C1)(C(=O)O)C(=O)O.[NH2-].[NH2-].[Pt+2]. (6) Drug 1: CC1C(C(CC(O1)OC2CC(OC(C2O)C)OC3=CC4=CC5=C(C(=O)C(C(C5)C(C(=O)C(C(C)O)O)OC)OC6CC(C(C(O6)C)O)OC7CC(C(C(O7)C)O)OC8CC(C(C(O8)C)O)(C)O)C(=C4C(=C3C)O)O)O)O. Drug 2: CN(CC1=CN=C2C(=N1)C(=NC(=N2)N)N)C3=CC=C(C=C3)C(=O)NC(CCC(=O)O)C(=O)O. Cell line: HCT-15. Synergy scores: CSS=69.5, Synergy_ZIP=-1.35, Synergy_Bliss=-0.556, Synergy_Loewe=-12.1, Synergy_HSA=0.137. (7) Drug 1: CN(CC1=CN=C2C(=N1)C(=NC(=N2)N)N)C3=CC=C(C=C3)C(=O)NC(CCC(=O)O)C(=O)O. Drug 2: CC1=C(C=C(C=C1)C(=O)NC2=CC(=CC(=C2)C(F)(F)F)N3C=C(N=C3)C)NC4=NC=CC(=N4)C5=CN=CC=C5. Cell line: U251. Synergy scores: CSS=32.2, Synergy_ZIP=1.26, Synergy_Bliss=2.10, Synergy_Loewe=2.84, Synergy_HSA=3.02. (8) Drug 1: C1CCN(CC1)CCOC2=CC=C(C=C2)C(=O)C3=C(SC4=C3C=CC(=C4)O)C5=CC=C(C=C5)O. Drug 2: CNC(=O)C1=CC=CC=C1SC2=CC3=C(C=C2)C(=NN3)C=CC4=CC=CC=N4. Cell line: MDA-MB-231. Synergy scores: CSS=-10.5, Synergy_ZIP=2.98, Synergy_Bliss=-4.90, Synergy_Loewe=-4.30, Synergy_HSA=-9.96. (9) Synergy scores: CSS=44.1, Synergy_ZIP=4.91, Synergy_Bliss=4.59, Synergy_Loewe=-5.32, Synergy_HSA=-2.15. Cell line: OVCAR3. Drug 2: CNC(=O)C1=NC=CC(=C1)OC2=CC=C(C=C2)NC(=O)NC3=CC(=C(C=C3)Cl)C(F)(F)F. Drug 1: C1CC(CCC1OC2=C(C(=CC=C2)Cl)F)(CC3=NC(=CC=C3)NC4=NC=CS4)C(=O)O. (10) Cell line: UACC62. Drug 1: C1CC(=O)NC(=O)C1N2CC3=C(C2=O)C=CC=C3N. Synergy scores: CSS=0.644, Synergy_ZIP=5.03, Synergy_Bliss=-0.735, Synergy_Loewe=-1.09, Synergy_HSA=-0.882. Drug 2: CC1=CC2C(CCC3(C2CCC3(C(=O)C)OC(=O)C)C)C4(C1=CC(=O)CC4)C.